Dataset: Catalyst prediction with 721,799 reactions and 888 catalyst types from USPTO. Task: Predict which catalyst facilitates the given reaction. The catalyst class is: 1. Product: [CH3:1][C:2]([CH3:19])([CH3:18])[CH2:3][CH2:4][C:5]1([C:10]2[CH:11]=[CH:12][C:13]([CH2:14][NH2:15])=[CH:16][CH:17]=2)[O:9][CH2:8][CH2:7][O:6]1. Reactant: [CH3:1][C:2]([CH3:19])([CH3:18])[CH2:3][CH2:4][C:5]1([C:10]2[CH:17]=[CH:16][C:13]([C:14]#[N:15])=[CH:12][CH:11]=2)[O:9][CH2:8][CH2:7][O:6]1.O.